Task: Regression. Given a peptide amino acid sequence and an MHC pseudo amino acid sequence, predict their binding affinity value. This is MHC class I binding data.. Dataset: Peptide-MHC class I binding affinity with 185,985 pairs from IEDB/IMGT (1) The peptide sequence is YTFKYPNL. The MHC is H-2-Db with pseudo-sequence H-2-Db. The binding affinity (normalized) is 0. (2) The peptide sequence is CAMPYNILDR. The MHC is HLA-A11:01 with pseudo-sequence HLA-A11:01. The binding affinity (normalized) is 0.516. (3) The MHC is HLA-B35:01 with pseudo-sequence HLA-B35:01. The binding affinity (normalized) is 0.0847. The peptide sequence is GTFKSVAVK. (4) The binding affinity (normalized) is 0.403. The peptide sequence is LTDDMIAAY. The MHC is HLA-B15:01 with pseudo-sequence HLA-B15:01. (5) The peptide sequence is TYINQSWK. The MHC is H-2-Kd with pseudo-sequence H-2-Kd. The binding affinity (normalized) is 0.0447. (6) The peptide sequence is ATQPVHWFL. The MHC is HLA-A24:03 with pseudo-sequence HLA-A24:03. The binding affinity (normalized) is 0.857.